This data is from Catalyst prediction with 721,799 reactions and 888 catalyst types from USPTO. The task is: Predict which catalyst facilitates the given reaction. (1) Reactant: Br[C:2]1[CH:7]=[CH:6][C:5]([C:8]2([C:12]([N:14]3[CH2:18][CH2:17][C:16]4([C:26]5[CH:25]=[CH:24][N:23]=[CH:22][C:21]=5[C:20](=[O:27])[O:19]4)[CH2:15]3)=[O:13])[CH2:11][CH2:10][CH2:9]2)=[CH:4][CH:3]=1.[NH:28]1[C:32]2[CH:33]=[CH:34][CH:35]=[CH:36][C:31]=2N=C1.C1(C)C=CC=CC=1.[CH3:44][N:45](C)C=O.CN[C@H]1CCCC[C@@H]1NC.C(=O)([O-])[O-].[K+].[K+]. Product: [N:28]1([C:2]2[CH:7]=[CH:6][C:5]([C:8]3([C:12]([N:14]4[CH2:18][CH2:17][C@@:16]5([C:26]6[CH:25]=[CH:24][N:23]=[CH:22][C:21]=6[C:20](=[O:27])[O:19]5)[CH2:15]4)=[O:13])[CH2:11][CH2:10][CH2:9]3)=[CH:4][CH:3]=2)[C:32]2[C:31](=[CH:36][CH:35]=[CH:34][CH:33]=2)[CH:44]=[N:45]1. The catalyst class is: 205. (2) Reactant: [CH2:1]([O:8][C:9]([NH:11][C@H:12]1[CH2:15][C@@H:14]([C:16]([OH:18])=O)[C:13]1([CH3:20])[CH3:19])=[O:10])[C:2]1[CH:7]=[CH:6][CH:5]=[CH:4][CH:3]=1.[CH:21]1[CH:22]=CC2N(O)N=[N:27][C:25]=2[CH:26]=1.N1CCCC1.CCN(CC)CC. Product: [CH3:19][C:13]1([CH3:20])[C@H:14]([C:16]([N:27]2[CH2:22][CH2:21][CH2:26][CH2:25]2)=[O:18])[CH2:15][C@@H:12]1[NH:11][C:9](=[O:10])[O:8][CH2:1][C:2]1[CH:3]=[CH:4][CH:5]=[CH:6][CH:7]=1. The catalyst class is: 2. (3) Reactant: [F:1][C:2]1[CH:9]=[CH:8][C:7]([C:10]2[CH:15]=[CH:14][CH:13]=[C:12]([F:16])[CH:11]=2)=[CH:6][C:3]=1[CH:4]=O.[NH2:17][C:18]1[C:25]([F:26])=[CH:24][CH:23]=[C:22]([O:27][CH3:28])[C:19]=1[C:20]#[N:21].[BH4-].[Na+]. Product: [F:26][C:25]1[C:18]([NH:17][CH2:4][C:3]2[CH:6]=[C:7]([C:10]3[CH:15]=[CH:14][CH:13]=[C:12]([F:16])[CH:11]=3)[CH:8]=[CH:9][C:2]=2[F:1])=[C:19]([C:22]([O:27][CH3:28])=[CH:23][CH:24]=1)[C:20]#[N:21]. The catalyst class is: 224. (4) Reactant: [CH3:1][O:2][C:3]1[CH:4]=[C:5]2[C:9](=[CH:10][CH:11]=1)[CH2:8][CH:7]([N:12]1[CH2:21][C:20]3[C:15](=[CH:16][C:17]([C:22]([F:25])([F:24])[F:23])=[CH:18][CH:19]=3)[N:14]=[C:13]1[NH2:26])[CH2:6]2. The catalyst class is: 5. Product: [CH3:1][O:2][C:3]1[CH:4]=[C:5]2[C:9](=[CH:10][CH:11]=1)[CH2:8][C@H:7]([N:12]1[CH2:21][C:20]3[C:15](=[CH:16][C:17]([C:22]([F:25])([F:23])[F:24])=[CH:18][CH:19]=3)[N:14]=[C:13]1[NH2:26])[CH2:6]2.[CH3:1][O:2][C:3]1[CH:4]=[C:5]2[C:9](=[CH:10][CH:11]=1)[CH2:8][C@@H:7]([N:12]1[CH2:21][C:20]3[C:15](=[CH:16][C:17]([C:22]([F:25])([F:23])[F:24])=[CH:18][CH:19]=3)[N:14]=[C:13]1[NH2:26])[CH2:6]2. (5) Reactant: [CH2:1]([O:3][C:4](=[O:30])[CH:5]=[CH:6][C@@H:7]([CH3:29])[C@@H:8]([O:21][Si:22]([C:25]([CH3:28])([CH3:27])[CH3:26])([CH3:24])[CH3:23])[CH2:9][C@H:10]([O:13][Si:14]([C:17]([CH3:20])([CH3:19])[CH3:18])([CH3:16])[CH3:15])[CH2:11][OH:12])[CH3:2].CC(OI1(OC(C)=O)(OC(C)=O)OC(=O)C2C=CC=CC1=2)=O. Product: [CH2:1]([O:3][C:4](=[O:30])[CH:5]=[CH:6][C@@H:7]([CH3:29])[C@@H:8]([O:21][Si:22]([C:25]([CH3:28])([CH3:27])[CH3:26])([CH3:24])[CH3:23])[CH2:9][C@H:10]([O:13][Si:14]([C:17]([CH3:20])([CH3:18])[CH3:19])([CH3:16])[CH3:15])[CH:11]=[O:12])[CH3:2]. The catalyst class is: 2.